From a dataset of Forward reaction prediction with 1.9M reactions from USPTO patents (1976-2016). Predict the product of the given reaction. (1) Given the reactants [CH3:1][Mg]Br.[Br:4][C:5]1[CH:10]=[CH:9][C:8]([CH2:11][OH:12])=[C:7]([Cl:13])[CH:6]=1.[Cl-].[NH4+], predict the reaction product. The product is: [Br:4][C:5]1[CH:10]=[CH:9][C:8]([CH:11]([OH:12])[CH3:1])=[C:7]([Cl:13])[CH:6]=1. (2) Given the reactants ClC1N=NC=C(C(N2CCCC(C3C=CC(C(F)(F)F)=CC=3OC)C2)=O)C=1.[Cl:28][C:29]1[N:34]=[N:33][CH:32]=[C:31]([C:35]([OH:37])=O)[CH:30]=1.Cl.[CH3:39][O:40][C:41]1[CH:46]=[CH:45][C:44]([CH:47]2[CH2:53][CH2:52][CH2:51][CH2:50][NH:49][CH2:48]2)=[CH:43][CH:42]=1, predict the reaction product. The product is: [Cl:28][C:29]1[N:34]=[N:33][CH:32]=[C:31]([C:35]([N:49]2[CH2:50][CH2:51][CH2:52][CH2:53][CH:47]([C:44]3[CH:43]=[CH:42][C:41]([O:40][CH3:39])=[CH:46][CH:45]=3)[CH2:48]2)=[O:37])[CH:30]=1. (3) Given the reactants [Cl:1][C:2]1[CH:3]=[CH:4][C:5]([F:37])=[C:6]([C:8]2[CH:13]=[CH:12][C:11]([CH2:14][N:15]([CH2:31][C@@H:32]([OH:36])[C:33]([OH:35])=[O:34])[NH:16][C:17]([C:19]3[NH:23][C:22](=[O:24])[N:21]([C:25]4[CH:30]=[CH:29][CH:28]=[CH:27][CH:26]=4)[N:20]=3)=[O:18])=[CH:10][CH:9]=2)[CH:7]=1.[F:38][C:39]([F:46])([C:42]([F:45])([F:44])[F:43])[CH2:40]O.C1C=CC2N(O)N=NC=2C=1.C(Cl)CCl.CCN(C(C)C)C(C)C, predict the reaction product. The product is: [F:38][C:39]([F:46])([C:42]([F:45])([F:44])[F:43])[CH2:40][O:34][C:33](=[O:35])[C@H:32]([OH:36])[CH2:31][N:15]([CH2:14][C:11]1[CH:10]=[CH:9][C:8]([C:6]2[CH:7]=[C:2]([Cl:1])[CH:3]=[CH:4][C:5]=2[F:37])=[CH:13][CH:12]=1)[NH:16][C:17]([C:19]1[NH:23][C:22](=[O:24])[N:21]([C:25]2[CH:30]=[CH:29][CH:28]=[CH:27][CH:26]=2)[N:20]=1)=[O:18]. (4) Given the reactants CC(OC(/N=N/C(OC(C)C)=O)=O)C.[CH2:15]([N:17]1[C:23]2[N:24]=[CH:25][C:26]([CH2:28][CH2:29][OH:30])=[CH:27][C:22]=2[C:21](=[O:31])[N:20]([CH3:32])[C:19]2[CH:33]=[CH:34][CH:35]=[N:36][C:18]1=2)[CH3:16].O[C:38]1[CH:43]=[CH:42][C:41]([C:44]2[O:48][C:47]([CH:49]=[O:50])=[CH:46][CH:45]=2)=[CH:40][C:39]=1[CH3:51].C1C=CC(P(C2C=CC=CC=2)C2C=CC=CC=2)=CC=1, predict the reaction product. The product is: [CH2:15]([N:17]1[C:23]2[N:24]=[CH:25][C:26]([CH2:28][CH2:29][O:30][C:38]3[CH:43]=[CH:42][C:41]([C:44]4[O:48][C:47]([CH:49]=[O:50])=[CH:46][CH:45]=4)=[CH:40][C:39]=3[CH3:51])=[CH:27][C:22]=2[C:21](=[O:31])[N:20]([CH3:32])[C:19]2[CH:33]=[CH:34][CH:35]=[N:36][C:18]1=2)[CH3:16]. (5) Given the reactants [Br:1][C:2]1[CH:7]=[CH:6][C:5]([CH:8]([CH3:12])[C:9]([OH:11])=[O:10])=[CH:4][CH:3]=1.C(Cl)(=O)C(Cl)=O.CN(CC)C.[C:24]([O:29][CH2:30][CH3:31])(=[O:28])[C@H:25]([CH3:27])O, predict the reaction product. The product is: [Br:1][C:2]1[CH:3]=[CH:4][C:5]([C@H:8]([CH3:12])[C:9]([O:11][C@@H:25]([CH3:27])[C:24]([O:29][CH2:30][CH3:31])=[O:28])=[O:10])=[CH:6][CH:7]=1. (6) The product is: [OH:12][CH:9]1[CH2:10][C:11]2[C:2]([NH:1][C:20](=[O:21])[O:22][C:23]3[CH:28]=[CH:27][CH:26]=[CH:25][CH:24]=3)=[CH:3][CH:4]=[CH:5][C:6]=2[CH2:7][CH2:8]1. Given the reactants [NH2:1][C:2]1[CH:3]=[CH:4][CH:5]=[C:6]2[C:11]=1[CH2:10][CH:9]([OH:12])[CH2:8][CH2:7]2.N1C=CC=CC=1.Cl[C:20]([O:22][C:23]1[CH:28]=[CH:27][CH:26]=[CH:25][CH:24]=1)=[O:21], predict the reaction product.